This data is from Catalyst prediction with 721,799 reactions and 888 catalyst types from USPTO. The task is: Predict which catalyst facilitates the given reaction. Reactant: [CH3:1][N:2]1[C@@H:11]([C@H:12]2[O:21][C:19](=[O:20])[C:18]3[C:17]([O:22][CH3:23])=[C:16]([O:24][CH3:25])[CH:15]=[CH:14][C:13]2=3)[C:10]2[C:9]([O:26][CH3:27])=[C:8]3[O:28][CH2:29][O:30][C:7]3=[CH:6][C:5]=2[CH2:4][CH2:3]1.S(Cl)([Cl:34])(=O)=O.CO.O. Product: [Cl:34][C:6]1[C:5]2[CH2:4][CH2:3][N:2]([CH3:1])[C@@H:11]([C@@H:12]3[C:13]4[C:18](=[C:17]([O:22][CH3:23])[C:16]([O:24][CH3:25])=[CH:15][CH:14]=4)[C:19](=[O:20])[O:21]3)[C:10]=2[C:9]([O:26][CH3:27])=[C:8]2[O:28][CH2:29][O:30][C:7]=12. The catalyst class is: 22.